This data is from Catalyst prediction with 721,799 reactions and 888 catalyst types from USPTO. The task is: Predict which catalyst facilitates the given reaction. (1) Reactant: C(OC([N:8]1[CH2:16][C:15]2[C:10](=[CH:11][CH:12]=[C:13]([C:17]#[N:18])[CH:14]=2)[CH2:9]1)=O)(C)(C)C.[C:19]([OH:25])([C:21]([F:24])([F:23])[F:22])=[O:20]. Product: [F:22][C:21]([F:24])([F:23])[C:19]([OH:25])=[O:20].[C:17]([C:13]1[CH:14]=[C:15]2[C:10](=[CH:11][CH:12]=1)[CH2:9][NH:8][CH2:16]2)#[N:18]. The catalyst class is: 2. (2) Reactant: CS[C:3](=[C:6]([C:9]#[N:10])[C:7]#[N:8])SC.[OH:11][CH2:12][CH2:13][NH:14][CH2:15][CH2:16][NH2:17].C(OC(C)C)(C)C. Product: [OH:11][CH2:12][CH2:13][N:14]1[CH2:15][CH2:16][NH:17][C:3]1=[C:6]([C:9]#[N:10])[C:7]#[N:8]. The catalyst class is: 1. (3) Reactant: Br[C:2]1[C:7]([F:8])=[CH:6][C:5]([Si:9]([CH3:12])([CH3:11])[CH3:10])=[C:4]([F:13])[CH:3]=1.C([O-])(=O)C.[K+].[B:19]1([B:19]2[O:23][C:22]([CH3:25])([CH3:24])[C:21]([CH3:27])([CH3:26])[O:20]2)[O:23][C:22]([CH3:25])([CH3:24])[C:21]([CH3:27])([CH3:26])[O:20]1.O. Product: [F:13][C:4]1[CH:3]=[C:2]([B:19]2[O:23][C:22]([CH3:25])([CH3:24])[C:21]([CH3:27])([CH3:26])[O:20]2)[C:7]([F:8])=[CH:6][C:5]=1[Si:9]([CH3:12])([CH3:11])[CH3:10]. The catalyst class is: 16. (4) Product: [CH2:1]=[CH:2][CH2:3][CH2:4][CH2:5][CH2:6][CH2:11][CH2:10][CH2:9][CH2:8][CH2:7][CH:6]([S:12]([O:15][CH2:16][CH3:17])(=[O:14])=[O:13])[CH2:5][CH2:4][CH2:3][CH2:2][CH2:1][CH2:22][CH2:23][CH2:24][CH2:25][CH:26]=[CH2:27]. Reactant: [CH2:1]=[CH:2][CH2:3][CH2:4][CH2:5][CH:6]([S:12]([O:15][CH2:16][CH3:17])(=[O:14])=[O:13])[CH2:7][CH2:8][CH2:9][CH:10]=[CH2:11].C=CCC[CH2:22][CH2:23][CH2:24][CH2:25][CH:26]=[CH2:27]. The catalyst class is: 1. (5) Reactant: [CH3:1][C:2]1([CH3:16])[O:6][C:5](=[O:7])[CH:4]([CH:8]([CH2:12][CH2:13][CH2:14][CH3:15])[C:9]([OH:11])=O)[O:3]1.[C:17]([O:21][C:22](=[O:28])[C@@H:23]1[CH2:27][CH2:26][CH2:25][NH:24]1)([CH3:20])([CH3:19])[CH3:18].CCN(C(C)C)C(C)C.C1CN([P+](ON2N=NC3C=CC=CC2=3)(N2CCCC2)N2CCCC2)CC1.F[P-](F)(F)(F)(F)F. Product: [CH3:16][C:2]1([CH3:1])[O:6][C:5](=[O:7])[CH:4]([CH:8]([C:9]([N:24]2[CH2:25][CH2:26][CH2:27][C@H:23]2[C:22]([O:21][C:17]([CH3:20])([CH3:19])[CH3:18])=[O:28])=[O:11])[CH2:12][CH2:13][CH2:14][CH3:15])[O:3]1. The catalyst class is: 39.